From a dataset of Forward reaction prediction with 1.9M reactions from USPTO patents (1976-2016). Predict the product of the given reaction. (1) Given the reactants C([O:3][C:4]([C:6]1[N:7]([CH3:17])[N:8]=[C:9]([C:11]2[CH:16]=[CH:15][CH:14]=[CH:13][CH:12]=2)[CH:10]=1)=[O:5])C.[OH-].[Na+], predict the reaction product. The product is: [CH3:17][N:7]1[C:6]([C:4]([OH:5])=[O:3])=[CH:10][C:9]([C:11]2[CH:16]=[CH:15][CH:14]=[CH:13][CH:12]=2)=[N:8]1. (2) Given the reactants [Cl:1][C:2]1[C:3]2[CH:12]=[CH:11][CH:10]=[CH:9][C:4]=2[S:5][C:6]=1[CH2:7][OH:8].C[N+]1([O-])CCOCC1, predict the reaction product. The product is: [Cl:1][C:2]1[C:3]2[CH:12]=[CH:11][CH:10]=[CH:9][C:4]=2[S:5][C:6]=1[CH:7]=[O:8].